This data is from Experimentally validated miRNA-target interactions with 360,000+ pairs, plus equal number of negative samples. The task is: Binary Classification. Given a miRNA mature sequence and a target amino acid sequence, predict their likelihood of interaction. The miRNA is hsa-miR-6798-3p with sequence CUACCCCCCAUCCCCCUGUAG. The protein sequence of the target gene is MTDGDYDYLIKLLALGDSGVGKTTFLYRYTDNKFNPKFITTVGIDFREKRVVYDTQGADGASGKAFKVHLQLWDTAGQERFRSLTTAFFRDAMGFLLMFDLTSQQSFLNVRNWMSQLQANAYCENPDIVLIGNKADLPDQREVNERQARELAEKYGIPYFETSAATGQNVEKSVETLLDLIMKRMEKCVEKTQVPDTVNGGNSGKLDGEKPAEKKCAC. Result: 0 (no interaction).